From a dataset of Reaction yield outcomes from USPTO patents with 853,638 reactions. Predict the reaction yield, written as a fraction of the theoretical maximum amount of product (1.0 means a 100% yield; for example, 0.34 means a 34% yield). (1) The reactants are Cl[C:2]1[C:3]2[NH:10][N:9]([NH2:11])[N:8]([CH2:12][C:13]3[CH:18]=[CH:17][CH:16]=[C:15]([C:19]([OH:22])([CH3:21])[CH3:20])[N:14]=3)[C:4]=2[N:5]=[CH:6][N:7]=1.[CH3:23][O:24][C:25]1[CH:26]=[C:27](B(O)O)[CH:28]=[CH:29][CH:30]=1. No catalyst specified. The product is [OH:22][C:19]([C:15]1[N:14]=[C:13]([CH2:12][N:8]2[C:4]3[N:5]=[CH:6][N:7]=[C:2]([C:29]4[CH:28]=[CH:27][CH:26]=[C:25]([O:24][CH3:23])[CH:30]=4)[C:3]=3[NH:10][N:9]2[NH2:11])[CH:18]=[CH:17][CH:16]=1)([CH3:21])[CH3:20]. The yield is 0.370. (2) The product is [Cl:1][C:2]1[CH:7]=[CH:6][N:5]=[C:4]2[CH:8]=[C:9]([C:11]([N:18]3[CH2:19][CH2:20][C@@H:16]([N:15]([CH3:21])[CH3:14])[CH2:17]3)=[O:13])[S:10][C:3]=12. No catalyst specified. The reactants are [Cl:1][C:2]1[CH:7]=[CH:6][N:5]=[C:4]2[CH:8]=[C:9]([C:11]([OH:13])=O)[S:10][C:3]=12.[CH3:14][N:15]([CH3:21])[C@@H:16]1[CH2:20][CH2:19][NH:18][CH2:17]1.CCN(CC)CC. The yield is 0.430. (3) The reactants are FC(F)(F)S(O[C:7]1[CH:22]=[CH:21][C:10]2[S:11][C:12]3[S:16][C:15]4[CH:17]=[CH:18][CH:19]=[CH:20][C:14]=4[C:13]=3[C:9]=2[CH:8]=1)(=O)=O.CC1(C)C(C)(C)OB([C:33]2[CH:38]=[CH:37][CH:36]=[C:35]([C:39]3[CH:56]=[CH:55][C:54]4[C:53]5[C:48](=[CH:49][CH:50]=[CH:51][CH:52]=5)[C:47]5[C:42](=[CH:43][CH:44]=[CH:45][CH:46]=5)[C:41]=4[CH:40]=3)[CH:34]=2)O1.[O-]P([O-])([O-])=O.[K+].[K+].[K+].C1(C)C=CC=CC=1. The catalyst is C1C=CC(/C=C/C(/C=C/C2C=CC=CC=2)=O)=CC=1.C1C=CC(/C=C/C(/C=C/C2C=CC=CC=2)=O)=CC=1.C1C=CC(/C=C/C(/C=C/C2C=CC=CC=2)=O)=CC=1.[Pd].[Pd].C1(P(C2CCCCC2)C2C=CC=CC=2C2C(OC)=CC=CC=2OC)CCCCC1.O. The product is [CH:40]1[C:41]2[C:42]3[C:47](=[CH:46][CH:45]=[CH:44][CH:43]=3)[C:48]3[C:53](=[CH:52][CH:51]=[CH:50][CH:49]=3)[C:54]=2[CH:55]=[CH:56][C:39]=1[C:35]1[CH:34]=[C:33]([C:7]2[CH:8]=[CH:9][C:10]3[S:11][C:12]4[S:16][C:15]5[CH:17]=[CH:18][CH:19]=[CH:20][C:14]=5[C:13]=4[C:21]=3[CH:22]=2)[CH:38]=[CH:37][CH:36]=1. The yield is 0.810. (4) The reactants are C(=O)([O-])[O-].[Na+].[Na+].[CH2:7]([O:14][C:15]([C:17]1[N:18]([S:23]([C:26]2[CH:31]=[CH:30][C:29]([CH3:32])=[CH:28][CH:27]=2)(=[O:25])=[O:24])[CH:19]=[C:20](I)[CH:21]=1)=[O:16])[C:8]1[CH:13]=[CH:12][CH:11]=[CH:10][CH:9]=1.[C:33]([C:36]1[CH:37]=[C:38](B(O)O)[CH:39]=[CH:40][CH:41]=1)([OH:35])=[O:34]. The catalyst is O.CN(C=O)C.CC([O-])=O.CC([O-])=O.[Pd+2]. The product is [CH2:7]([O:14][C:15]([C:17]1[N:18]([S:23]([C:26]2[CH:31]=[CH:30][C:29]([CH3:32])=[CH:28][CH:27]=2)(=[O:25])=[O:24])[CH:19]=[C:20]([C:40]2[CH:39]=[CH:38][CH:37]=[C:36]([C:33]([OH:35])=[O:34])[CH:41]=2)[CH:21]=1)=[O:16])[C:8]1[CH:13]=[CH:12][CH:11]=[CH:10][CH:9]=1. The yield is 0.790. (5) The reactants are C([Si]([C:11]#[C:12][C:13]1[CH:14]=[CH:15][C:16]2[N:17]([CH2:38][CH:39]([OH:50])[CH2:40][NH:41][C:42]3[CH:47]=[CH:46][CH:45]=[C:44]([O:48][CH3:49])[CH:43]=3)[C:18]3[C:23]([C:24]=2[CH:25]=1)=[CH:22][C:21]([C:26]#[C:27][Si](C(C)C)(C(C)C)C(C)C)=[CH:20][CH:19]=3)(C(C)C)C(C)C)(C)C.CCCC[N+](CCCC)(CCCC)CCCC.[F-].C(O)(=O)C. The catalyst is C1COCC1.CCOC(C)=O. The product is [C:26]([C:21]1[CH:20]=[CH:19][C:18]2[N:17]([CH2:38][CH:39]([OH:50])[CH2:40][NH:41][C:42]3[CH:47]=[CH:46][CH:45]=[C:44]([O:48][CH3:49])[CH:43]=3)[C:16]3[C:24]([C:23]=2[CH:22]=1)=[CH:25][C:13]([C:12]#[CH:11])=[CH:14][CH:15]=3)#[CH:27]. The yield is 0.719. (6) The reactants are [CH3:1][O:2][C:3]1[CH:30]=[C:29]([O:31][CH3:32])[CH:28]=[CH:27][C:4]=1[CH2:5][N:6]1[C:14](=O)[C:13]2[C:8](=[CH:9][CH:10]=[CH:11][C:12]=2[O:16][CH2:17][CH2:18][CH2:19][N:20]2[CH2:25][CH2:24][O:23][CH2:22][CH2:21]2)[C:7]1=O.[H-].[Al+3].[Li+].[H-].[H-].[H-].C1COCC1. No catalyst specified. The product is [CH3:1][O:2][C:3]1[CH:30]=[C:29]([O:31][CH3:32])[CH:28]=[CH:27][C:4]=1[CH2:5][N:6]1[CH2:14][C:13]2[C:8](=[CH:9][CH:10]=[CH:11][C:12]=2[O:16][CH2:17][CH2:18][CH2:19][N:20]2[CH2:25][CH2:24][O:23][CH2:22][CH2:21]2)[CH2:7]1. The yield is 0.830. (7) The reactants are [Br:1][C:2]1[CH:3]=[N:4][N:5]([C:7]2[C:8]([C:23]3[CH:24]=[CH:25][C:26]4[O:31][CH2:30][CH2:29][CH2:28][C:27]=4[CH:32]=3)=[C:9]([CH:17]([OH:22])[C:18]([O:20][CH3:21])=[O:19])[C:10]([C:13]([F:16])([F:15])[F:14])=[CH:11][CH:12]=2)[CH:6]=1.Cl(O)(=O)(=O)=O.[Na]. The catalyst is C(OC(C)(C)C)(=O)C. The product is [Br:1][C:2]1[CH:3]=[N:4][N:5]([C:7]2[C:8]([C:23]3[CH:24]=[CH:25][C:26]4[O:31][CH2:30][CH2:29][CH2:28][C:27]=4[CH:32]=3)=[C:9]([CH:17]([O:22][C:8]([CH3:23])([CH3:9])[CH3:7])[C:18]([O:20][CH3:21])=[O:19])[C:10]([C:13]([F:16])([F:14])[F:15])=[CH:11][CH:12]=2)[CH:6]=1. The yield is 0.530.